From a dataset of Reaction yield outcomes from USPTO patents with 853,638 reactions. Predict the reaction yield, written as a fraction of the theoretical maximum amount of product (1.0 means a 100% yield; for example, 0.34 means a 34% yield). (1) The reactants are [CH3:1][N:2]1[C:7]([C:8]2[CH:13]=[CH:12][CH:11]=[C:10]([C:14]([F:17])([F:16])[F:15])[CH:9]=2)=[CH:6][C:5]([CH3:18])=[C:4]([C:19](O)=[O:20])[C:3]1=[O:22].C(Cl)(=O)C(Cl)=O.CCN(CC)CC.[N:36]1([CH:41]2[CH2:46][CH2:45][NH:44][CH2:43][CH2:42]2)[CH2:40][CH2:39][CH2:38][CH2:37]1. The catalyst is C(Cl)Cl.CN(C=O)C. The product is [CH3:1][N:2]1[C:7]([C:8]2[CH:13]=[CH:12][CH:11]=[C:10]([C:14]([F:17])([F:16])[F:15])[CH:9]=2)=[CH:6][C:5]([CH3:18])=[C:4]([C:19]([N:44]2[CH2:45][CH2:46][CH:41]([N:36]3[CH2:40][CH2:39][CH2:38][CH2:37]3)[CH2:42][CH2:43]2)=[O:20])[C:3]1=[O:22]. The yield is 0.850. (2) The reactants are Br[C:2]1[CH:3]=[C:4]([CH:8]([C:23]2([OH:29])[CH2:28][CH2:27][CH2:26][CH2:25][CH2:24]2)[CH2:9][N:10]2[CH2:15][CH2:14][N:13]([C:16]([O:18][C:19]([CH3:22])([CH3:21])[CH3:20])=[O:17])[CH2:12][CH2:11]2)[CH:5]=[CH:6][CH:7]=1.[CH3:30][N:31](C)C=O. The catalyst is [C-]#N.[Zn+2].[C-]#N.C1C=CC(/C=C/C(/C=C/C2C=CC=CC=2)=O)=CC=1.C1C=CC(/C=C/C(/C=C/C2C=CC=CC=2)=O)=CC=1.C1C=CC(/C=C/C(/C=C/C2C=CC=CC=2)=O)=CC=1.[Pd].[Pd].C1(P(C2C=CC=CC=2)[C-]2C=CC=C2)C=CC=CC=1.[C-]1(P(C2C=CC=CC=2)C2C=CC=CC=2)C=CC=C1.[Fe+2].[Zn]. The product is [C:30]([C:2]1[CH:3]=[C:4]([CH:8]([C:23]2([OH:29])[CH2:24][CH2:25][CH2:26][CH2:27][CH2:28]2)[CH2:9][N:10]2[CH2:15][CH2:14][N:13]([C:16]([O:18][C:19]([CH3:20])([CH3:22])[CH3:21])=[O:17])[CH2:12][CH2:11]2)[CH:5]=[CH:6][CH:7]=1)#[N:31]. The yield is 0.840. (3) The reactants are [Cl:1][C:2]1[C:3](=O)[NH:4][N:5]=[CH:6][C:7]=1[Cl:8].P(Cl)(Cl)([Cl:12])=O. No catalyst specified. The product is [Cl:12][C:3]1[N:4]=[N:5][CH:6]=[C:7]([Cl:8])[C:2]=1[Cl:1]. The yield is 0.830. (4) The yield is 1.00. The product is [OH:18][C:4]1[CH:3]=[C:2]([B:19]2[O:23][C:22]([CH3:25])([CH3:24])[C:21]([CH3:27])([CH3:26])[O:20]2)[C:7]([O:8][CH3:9])=[CH:6][C:5]=1[C:10]([C:12]1[CH:17]=[CH:16][CH:15]=[CH:14][CH:13]=1)=[O:11]. The catalyst is C1C=CC(P(C2C=CC=CC=2)[C-]2C=CC=C2)=CC=1.C1C=CC(P(C2C=CC=CC=2)[C-]2C=CC=C2)=CC=1.Cl[Pd]Cl.[Fe+2]. The reactants are Br[C:2]1[C:7]([O:8][CH3:9])=[CH:6][C:5]([C:10]([C:12]2[CH:17]=[CH:16][CH:15]=[CH:14][CH:13]=2)=[O:11])=[C:4]([OH:18])[CH:3]=1.[B:19]1([B:19]2[O:23][C:22]([CH3:25])([CH3:24])[C:21]([CH3:27])([CH3:26])[O:20]2)[O:23][C:22]([CH3:25])([CH3:24])[C:21]([CH3:27])([CH3:26])[O:20]1. (5) The reactants are C1CO[C:8]23OCCO[C:3]2([C@:4]2([CH2:27][CH2:26][C@H:25]4[C@@H:15]([CH2:16]/[C:17](=[N:29]\[O:30][CH3:31])/[C@:18]5([OH:28])[C@:23]4([CH3:24])[CH2:22][CH2:21][CH2:20][CH2:19]5)[C@@H:6]2[CH2:7]3)[CH3:5])[O:2]1.C([C@@H]1C2[C@](C)(CCC(=[O:52])C2)[C@@H]2[C@H]([C@H]3[C@@](CC2)(C)C(=O)CC3)C1)#N. No catalyst specified. The product is [OH:28][C@:18]12[CH2:19][C:20](=[O:52])[CH2:21][CH2:22][C@:23]1([CH3:24])[C@@H:25]1[C@H:15]([C@H:6]3[C@@:4]([CH2:27][CH2:26]1)([CH3:5])[C:3](=[O:2])[CH2:8][CH2:7]3)[CH2:16]/[C:17]/2=[N:29]\[O:30][CH3:31]. The yield is 0.800. (6) The yield is 1.00. The catalyst is C(OCC)(=O)C. The reactants are [CH:1]1([C:5]2[O:9][N:8]=[C:7]([CH2:10][O:11][C:12]3[C:17]([CH3:18])=[CH:16][CH:15]=[CH:14][C:13]=3[CH3:19])[C:6]=2[C:20](OCC)=[O:21])[CH2:4][CH2:3][CH2:2]1.[H-].C([Al+]CC(C)C)C(C)C.C1(C)C=CC=CC=1.[C@H](O)(C([O-])=O)[C@@H](O)C([O-])=O.[Na+].[K+]. The product is [CH:1]1([C:5]2[O:9][N:8]=[C:7]([CH2:10][O:11][C:12]3[C:13]([CH3:19])=[CH:14][CH:15]=[CH:16][C:17]=3[CH3:18])[C:6]=2[CH2:20][OH:21])[CH2:2][CH2:3][CH2:4]1. (7) The reactants are C(N(CC)CC)C.[C:8]1([CH:14]([CH2:18][CH3:19])[C:15](Cl)=[O:16])[CH:13]=[CH:12][CH:11]=[CH:10][CH:9]=1.[CH2:20]([O:27][C:28]1[C:29]([CH3:37])=[C:30]([CH3:36])[C:31]([NH2:35])=[N:32][C:33]=1[CH3:34])[C:21]1[CH:26]=[CH:25][CH:24]=[CH:23][CH:22]=1. The catalyst is C(Cl)Cl. The product is [CH2:20]([O:27][C:28]1[C:29]([CH3:37])=[C:30]([CH3:36])[C:31]([NH:35][C:15](=[O:16])[CH:14]([C:8]2[CH:13]=[CH:12][CH:11]=[CH:10][CH:9]=2)[CH2:18][CH3:19])=[N:32][C:33]=1[CH3:34])[C:21]1[CH:22]=[CH:23][CH:24]=[CH:25][CH:26]=1. The yield is 0.770. (8) The reactants are C1OCCOCCOCCOCCOCCOC1.[C-:19]#[N:20].[K+].[CH2:22]([N:29]1[CH2:33][CH:32]([C:34]2[S:35][CH:36]=[C:37]([Br:39])[CH:38]=2)[CH:31]([CH2:40]OS(C2C=CC(C)=CC=2)(=O)=O)[CH2:30]1)[C:23]1[CH:28]=[CH:27][CH:26]=[CH:25][CH:24]=1. The catalyst is CS(C)=O.O. The product is [CH2:22]([N:29]1[CH2:33][CH:32]([C:34]2[S:35][CH:36]=[C:37]([Br:39])[CH:38]=2)[CH:31]([CH2:40][C:19]#[N:20])[CH2:30]1)[C:23]1[CH:24]=[CH:25][CH:26]=[CH:27][CH:28]=1. The yield is 0.440.